This data is from Reaction yield outcomes from USPTO patents with 853,638 reactions. The task is: Predict the reaction yield, written as a fraction of the theoretical maximum amount of product (1.0 means a 100% yield; for example, 0.34 means a 34% yield). The reactants are [C:1]([C:4]1[CH:5]=[C:6]([C:11]#[C:12][C:13]2[C:18]([C:19]([F:22])([F:21])[F:20])=[CH:17][N:16]=[C:15]([NH:23][C:24]3[CH:29]=[CH:28][C:27]([N:30]4[CH2:35][CH2:34][N:33]([C:36]([O:38][C:39]([CH3:42])([CH3:41])[CH3:40])=[O:37])[CH2:32][CH2:31]4)=[CH:26][CH:25]=3)[N:14]=2)[CH:7]=[CH:8][C:9]=1[CH3:10])(=[O:3])[NH2:2]. The catalyst is CN(C=O)C.[Pd]. The product is [C:1]([C:4]1[CH:5]=[C:6]([CH:7]=[CH:8][C:9]=1[CH3:10])[CH2:11][CH2:12][C:13]1[C:18]([C:19]([F:21])([F:22])[F:20])=[CH:17][N:16]=[C:15]([NH:23][C:24]2[CH:29]=[CH:28][C:27]([N:30]3[CH2:31][CH2:32][N:33]([C:36]([O:38][C:39]([CH3:40])([CH3:41])[CH3:42])=[O:37])[CH2:34][CH2:35]3)=[CH:26][CH:25]=2)[N:14]=1)(=[O:3])[NH2:2]. The yield is 0.320.